Dataset: Reaction yield outcomes from USPTO patents with 853,638 reactions. Task: Predict the reaction yield, written as a fraction of the theoretical maximum amount of product (1.0 means a 100% yield; for example, 0.34 means a 34% yield). The reactants are COC1C=CC(C[N:8](CC2C=CC(OC)=CC=2)[C:9]2[N:14]=[C:13]([CH3:15])[N:12]=[C:11]([C:16]3[CH:17]=[C:18]([CH2:32][N:33]4[CH2:38][CH2:37][N:36]([C:39]([N:41]([CH3:43])[CH3:42])=[O:40])[CH2:35][CH2:34]4)[CH:19]=[N:20][C:21]=3[NH:22][C:23]3[CH:24]=[N:25][C:26]([O:30][CH3:31])=[C:27]([F:29])[CH:28]=3)[N:10]=2)=CC=1.C(O)(C(F)(F)F)=O.CS(O)(=O)=O. No catalyst specified. The product is [NH2:8][C:9]1[N:14]=[C:13]([CH3:15])[N:12]=[C:11]([C:16]2[CH:17]=[C:18]([CH2:32][N:33]3[CH2:38][CH2:37][N:36]([C:39]([N:41]([CH3:43])[CH3:42])=[O:40])[CH2:35][CH2:34]3)[CH:19]=[N:20][C:21]=2[NH:22][C:23]2[CH:24]=[N:25][C:26]([O:30][CH3:31])=[C:27]([F:29])[CH:28]=2)[N:10]=1. The yield is 0.367.